This data is from Reaction yield outcomes from USPTO patents with 853,638 reactions. The task is: Predict the reaction yield, written as a fraction of the theoretical maximum amount of product (1.0 means a 100% yield; for example, 0.34 means a 34% yield). The reactants are [F:1][C:2]1[CH:11]=[C:10]2[C:5]([CH:6]([OH:13])[CH2:7][CH:8]([CH3:12])[NH:9]2)=[CH:4][CH:3]=1.[C:14](Cl)(=[O:16])[CH3:15].[OH2:18].N1[CH:24]=[CH:23]C=CC=1. The catalyst is ClCCl. The product is [C:14]([N:9]1[C:10]2[C:5](=[CH:4][CH:3]=[C:2]([F:1])[CH:11]=2)[CH:6]([O:13][C:23](=[O:18])[CH3:24])[CH2:7][CH:8]1[CH3:12])(=[O:16])[CH3:15]. The yield is 1.00.